From a dataset of Experimentally validated miRNA-target interactions with 360,000+ pairs, plus equal number of negative samples. Binary Classification. Given a miRNA mature sequence and a target amino acid sequence, predict their likelihood of interaction. The miRNA is hsa-miR-205-3p with sequence GAUUUCAGUGGAGUGAAGUUC. The protein sequence of the target gene is MWSAQLLSQLLPLWPLLLLSVLPPAQGSSHRSPPAPARPPCVRGGPSAPRHVCVWERAPPPSRSPRVPRSRRQVVPGTAPPATPSGFEEGPPSSQYPWAIVWGPTVSREDGGDPNSVNPGFLPLDYGFAAPHGLATPHPNSDSMRDDGDGLILGETPATLRPFLFGGRGEGVDPQLYVTITISIIIVLVATGIIFKFCWDRSQKRRRPSGQQGALRQEESQQPLTDLSPAGVTVLGAFGDSPTPTPDHEEPRGGPRPGMPQPKGAPAFQLNRIPLVNL. Result: 0 (no interaction).